Dataset: Forward reaction prediction with 1.9M reactions from USPTO patents (1976-2016). Task: Predict the product of the given reaction. (1) The product is: [CH2:11]1[O:22][C:21]2[CH:20]=[C:19]3[C:15]([C:16]([CH:4]=[O:5])=[CH:17][NH:18]3)=[CH:14][C:13]=2[O:12]1. Given the reactants CN([CH:4]=[O:5])C.O=P(Cl)(Cl)Cl.[CH2:11]1[O:22][C:21]2[CH:20]=[C:19]3[C:15]([CH:16]=[CH:17][NH:18]3)=[CH:14][C:13]=2[O:12]1.[OH-].[Na+], predict the reaction product. (2) Given the reactants Cl.Cl.Cl.[CH2:4]([N:11]1[CH2:16][CH2:15][CH:14]([NH:17][CH2:18][C:19]2[N:24]=[CH:23][C:22]3[O:25][CH2:26][CH2:27][O:28][C:21]=3[CH:20]=2)[CH2:13][CH2:12]1)[C:5]1[CH:10]=[CH:9][CH:8]=[CH:7][CH:6]=1.O1CCCC1.[OH-].[Na+].[C:36](O[C:36]([O:38][C:39]([CH3:42])([CH3:41])[CH3:40])=[O:37])([O:38][C:39]([CH3:42])([CH3:41])[CH3:40])=[O:37], predict the reaction product. The product is: [CH2:4]([N:11]1[CH2:16][CH2:15][CH:14]([N:17]([CH2:18][C:19]2[N:24]=[CH:23][C:22]3[O:25][CH2:26][CH2:27][O:28][C:21]=3[CH:20]=2)[C:36](=[O:37])[O:38][C:39]([CH3:42])([CH3:41])[CH3:40])[CH2:13][CH2:12]1)[C:5]1[CH:10]=[CH:9][CH:8]=[CH:7][CH:6]=1. (3) The product is: [NH2:29][CH:30]([C:34]1[CH:39]=[CH:38][CH:37]=[CH:36][CH:35]=1)[C:31]([N:9]([C:3]1[CH:4]=[CH:5][C:6]([F:8])=[CH:7][C:2]=1[F:1])[CH2:10][CH2:11][C:12]1[CH:17]=[CH:16][C:15]([O:18][CH3:19])=[C:14]([O:20][CH3:21])[CH:13]=1)=[O:32]. Given the reactants [F:1][C:2]1[CH:7]=[C:6]([F:8])[CH:5]=[CH:4][C:3]=1[NH:9][CH2:10][CH2:11][C:12]1[CH:17]=[CH:16][C:15]([O:18][CH3:19])=[C:14]([O:20][CH3:21])[CH:13]=1.C(OC([NH:29][CH:30]([C:34]1[CH:39]=[CH:38][CH:37]=[CH:36][CH:35]=1)[C:31](O)=[O:32])=O)(C)(C)C, predict the reaction product. (4) Given the reactants NC1(C2C=CC(C3C(C4C=CC=CC=4)=CC4N(CCC#N)C(=O)COC=4N=3)=CC=2)CCC1.C(OC(=O)[NH:39][C:40]1([C:44]2[CH:49]=[CH:48][C:47]([C:50]3[C:51]([C:62]4[CH:67]=[CH:66][CH:65]=[CH:64][CH:63]=4)=[CH:52][C:53]4[NH:58][C:57](=[O:59])[CH:56]([CH3:60])[O:55][C:54]=4[N:61]=3)=[CH:46][CH:45]=2)[CH2:43][CH2:42][CH2:41]1)(C)(C)C, predict the reaction product. The product is: [NH2:39][C:40]1([C:44]2[CH:45]=[CH:46][C:47]([C:50]3[C:51]([C:62]4[CH:67]=[CH:66][CH:65]=[CH:64][CH:63]=4)=[CH:52][C:53]4[NH:58][C:57](=[O:59])[CH:56]([CH3:60])[O:55][C:54]=4[N:61]=3)=[CH:48][CH:49]=2)[CH2:41][CH2:42][CH2:43]1. (5) The product is: [CH3:23][O:24][CH2:25][CH2:26][N:27]([CH3:28])[C:8]([C:6]1[O:7][C:3]([CH:1]=[O:2])=[CH:4][CH:5]=1)=[O:10]. Given the reactants [CH:1]([C:3]1[O:7][C:6]([C:8]([OH:10])=O)=[CH:5][CH:4]=1)=[O:2].C(N1C=CN=C1)(N1C=CN=C1)=O.[CH3:23][O:24][CH2:25][CH2:26][NH:27][CH3:28], predict the reaction product.